From a dataset of Catalyst prediction with 721,799 reactions and 888 catalyst types from USPTO. Predict which catalyst facilitates the given reaction. (1) Reactant: [CH3:1][O:2][C:3](=[O:31])[CH:4]([NH:23]C(OC(C)(C)C)=O)[CH2:5][C:6]1[CH:11]=[CH:10][C:9]([N+:12]([O-:14])=[O:13])=[C:8]([O:15][CH2:16][C:17]2[CH:22]=[CH:21][CH:20]=[CH:19][CH:18]=2)[CH:7]=1. Product: [CH3:1][O:2][C:3](=[O:31])[CH:4]([NH2:23])[CH2:5][C:6]1[CH:11]=[CH:10][C:9]([N+:12]([O-:14])=[O:13])=[C:8]([O:15][CH2:16][C:17]2[CH:18]=[CH:19][CH:20]=[CH:21][CH:22]=2)[CH:7]=1. The catalyst class is: 557. (2) Reactant: S([O-])([O-])(=O)=O.[Mg+2].S(=O)(=O)(O)O.[Cl:12][C:13]1[CH:21]=[C:20]([F:22])[CH:19]=[CH:18][C:14]=1[C:15]([OH:17])=[O:16].[CH3:23][C:24](O)([CH3:26])[CH3:25]. Product: [Cl:12][C:13]1[CH:21]=[C:20]([F:22])[CH:19]=[CH:18][C:14]=1[C:15]([O:17][C:24]([CH3:26])([CH3:25])[CH3:23])=[O:16]. The catalyst class is: 4. (3) Reactant: C(OC([N:8]1[CH2:12][CH2:11][CH2:10][N:9]1[C:13]([O:15][CH2:16][C:17]1[CH:22]=[CH:21][C:20]([N+:23]([O-:25])=[O:24])=[CH:19][CH:18]=1)=[O:14])=O)(C)(C)C.C(O)(C(F)(F)F)=O.C(OCC)C. Product: [N+:23]([C:20]1[CH:19]=[CH:18][C:17]([CH2:16][O:15][C:13]([N:9]2[CH2:10][CH2:11][CH2:12][NH:8]2)=[O:14])=[CH:22][CH:21]=1)([O-:25])=[O:24]. The catalyst class is: 2. (4) Reactant: CS(O[CH2:6][C@@H:7]([NH:15][C:16]([O:18][C:19]([CH3:22])([CH3:21])[CH3:20])=[O:17])[CH2:8][CH:9]1[CH2:14][CH2:13][CH2:12][CH2:11][CH2:10]1)(=O)=O.[N-:23]=[N+:24]=[N-:25].[Na+].O. Product: [N:23]([CH2:6][C@@H:7]([NH:15][C:16](=[O:17])[O:18][C:19]([CH3:22])([CH3:21])[CH3:20])[CH2:8][CH:9]1[CH2:14][CH2:13][CH2:12][CH2:11][CH2:10]1)=[N+:24]=[N-:25]. The catalyst class is: 3. (5) Reactant: Cl.[CH2:2]([O:4][C:5]1[CH:10]=[CH:9][N:8]([C:11]2[CH:16]=[CH:15][C:14]([F:17])=[CH:13][CH:12]=2)[C:7](=[O:18])[C:6]=1[C:19]([O:21]CC)=[O:20])[CH3:3]. Product: [CH2:2]([O:4][C:5]1[CH:10]=[CH:9][N:8]([C:11]2[CH:16]=[CH:15][C:14]([F:17])=[CH:13][CH:12]=2)[C:7](=[O:18])[C:6]=1[C:19]([OH:21])=[O:20])[CH3:3]. The catalyst class is: 14. (6) Reactant: [CH2:1]([O:3][CH2:4][C:5]1[N:6]([CH2:18][CH2:19][CH2:20][C:21]([N:23]2[CH2:28][CH2:27][O:26][CH2:25][CH2:24]2)=[O:22])[C:7]2[C:16]3[CH:15]=[CH:14][CH:13]=[CH:12][C:11]=3[N:10]=[CH:9][C:8]=2[N:17]=1)[CH3:2].C1C=C(Cl)C=C(C(OO)=O)C=1.[OH-].[NH4+:41].C1(C)C=CC(S(Cl)(=O)=O)=CC=1. Product: [CH2:1]([O:3][CH2:4][C:5]1[N:6]([CH2:18][CH2:19][CH2:20][C:21]([N:23]2[CH2:28][CH2:27][O:26][CH2:25][CH2:24]2)=[O:22])[C:7]2[C:16]3[CH:15]=[CH:14][CH:13]=[CH:12][C:11]=3[N:10]=[C:9]([NH2:41])[C:8]=2[N:17]=1)[CH3:2]. The catalyst class is: 4. (7) Reactant: [C:1]([C:3]1[C:8](=[O:9])[N:7]([CH2:10][C:11]2[CH:16]=[CH:15][C:14]([CH3:17])=[CH:13][C:12]=2[CH3:18])[C:6]([C:19]2[CH:24]=[CH:23][C:22]([NH:25][C:26]3[CH:27]=[C:28]4[C:32](=[CH:33][CH:34]=3)[NH:31][C:30]([C:35]([O:37]CC)=[O:36])=[CH:29]4)=[CH:21][CH:20]=2)=[CH:5][C:4]=1[C:40]([F:43])([F:42])[F:41])#[N:2].O.CCOC(C)=O. Product: [C:1]([C:3]1[C:8](=[O:9])[N:7]([CH2:10][C:11]2[CH:16]=[CH:15][C:14]([CH3:17])=[CH:13][C:12]=2[CH3:18])[C:6]([C:19]2[CH:20]=[CH:21][C:22]([NH:25][C:26]3[CH:27]=[C:28]4[C:32](=[CH:33][CH:34]=3)[NH:31][C:30]([C:35]([OH:37])=[O:36])=[CH:29]4)=[CH:23][CH:24]=2)=[CH:5][C:4]=1[C:40]([F:41])([F:42])[F:43])#[N:2]. The catalyst class is: 1.